The task is: Predict which catalyst facilitates the given reaction.. This data is from Catalyst prediction with 721,799 reactions and 888 catalyst types from USPTO. (1) Reactant: [C:1]1([CH:7]([C:9]2[CH:10]=[N:11][CH:12]=[CH:13][CH:14]=2)O)[CH:6]=[CH:5][CH:4]=[CH:3][CH:2]=1.S(Cl)([Cl:17])=O.[OH-].[Na+]. Product: [Cl:17][CH:7]([C:1]1[CH:6]=[CH:5][CH:4]=[CH:3][CH:2]=1)[C:9]1[CH:10]=[N:11][CH:12]=[CH:13][CH:14]=1. The catalyst class is: 2. (2) Reactant: C(O[CH2:9][CH2:10][CH2:11][CH2:12][C:13]1[C:22]2[C:17](=[CH:18][CH:19]=[CH:20][CH:21]=2)[C:16](=[O:23])[NH:15][N:14]=1)C1C=CC=CC=1.B(Br)(Br)[Br:25]. Product: [Br:25][CH2:9][CH2:10][CH2:11][CH2:12][C:13]1[C:22]2[C:17](=[CH:18][CH:19]=[CH:20][CH:21]=2)[C:16](=[O:23])[NH:15][N:14]=1. The catalyst class is: 4. (3) Reactant: [Br:1][C:2]1[CH:7]=[C:6]([CH3:8])[N:5]=[C:4]([CH2:9][OH:10])[CH:3]=1.[O-:11][Mn](=O)(=O)=O.[K+:16]. Product: [K+:16].[Br:1][C:2]1[CH:7]=[C:6]([CH3:8])[N:5]=[C:4]([C:9]([O-:11])=[O:10])[CH:3]=1. The catalyst class is: 21.